From a dataset of Full USPTO retrosynthesis dataset with 1.9M reactions from patents (1976-2016). Predict the reactants needed to synthesize the given product. (1) Given the product [ClH:19].[F:1][C:2]([F:18])([F:17])[C:3]1[CH:8]=[CH:7][C:6]([C:9]2[CH:14]=[CH:13][N:12]=[C:11]([CH2:15][NH:20][CH2:21][C:22]([NH2:24])=[O:23])[CH:10]=2)=[CH:5][CH:4]=1, predict the reactants needed to synthesize it. The reactants are: [F:1][C:2]([F:18])([F:17])[C:3]1[CH:8]=[CH:7][C:6]([C:9]2[CH:14]=[CH:13][N:12]=[C:11]([CH:15]=O)[CH:10]=2)=[CH:5][CH:4]=1.[ClH:19].[NH2:20][CH2:21][C:22]([NH2:24])=[O:23].C([O-])(=O)C.[Na+].[BH-](OC(C)=O)(OC(C)=O)OC(C)=O.[Na+].C(O)(=O)C.Cl. (2) Given the product [CH2:21]1[C:22]2[CH:23]=[CH:28][CH:27]=[CH:26][C:25]=2[CH2:24][CH2:18][NH:19][C:20]1=[O:29], predict the reactants needed to synthesize it. The reactants are: C1C(=O)CC2C(=CC=CC=2)C1.[N-]=[N+]=[N-].[Na+].N#N.[CH2:18]1[C:24]2[CH:25]=[CH:26][CH:27]=[CH:28][C:23]=2[CH2:22][CH2:21][C:20](=[O:29])[NH:19]1. (3) Given the product [CH:19]1([CH:23]([CH2:12][CH:11]=[CH2:10])[C:24]([O:26][CH2:27][CH3:28])=[O:25])[CH2:22][CH2:21][CH2:20]1, predict the reactants needed to synthesize it. The reactants are: [Na].CN([SiH3])[Si](C)(C)C.O1C[CH2:12][CH2:11][CH2:10]1.O1CCCC1.[CH:19]1([CH2:23][C:24]([O:26][CH2:27][CH3:28])=[O:25])[CH2:22][CH2:21][CH2:20]1.C(Br)C=C. (4) Given the product [Cl:37][C:31]1[CH:32]=[CH:33][C:34]([Cl:36])=[CH:35][C:30]=1[C:29]([NH:28][CH2:27][C:26]([NH:25][C@H:20]([B:19]1[O:4][C:3]([CH2:2][C:1]([OH:13])=[O:12])([CH2:8][C:9]([OH:11])=[O:10])[C:5](=[O:7])[O:6]1)[CH2:21][CH:22]([CH3:24])[CH3:23])=[O:39])=[O:38], predict the reactants needed to synthesize it. The reactants are: [C:1]([OH:13])(=[O:12])[CH2:2][C:3]([CH2:8][C:9]([OH:11])=[O:10])([C:5]([OH:7])=[O:6])[OH:4].O1[B:19]([C@@H:20]([NH:25][C:26](=[O:39])[CH2:27][NH:28][C:29](=[O:38])[C:30]2[CH:35]=[C:34]([Cl:36])[CH:33]=[CH:32][C:31]=2[Cl:37])[CH2:21][CH:22]([CH3:24])[CH3:23])O[B:19]([C@@H:20]([NH:25][C:26](=[O:39])[CH2:27][NH:28][C:29](=[O:38])[C:30]2[CH:35]=[C:34]([Cl:36])[CH:33]=[CH:32][C:31]=2[Cl:37])[CH2:21][CH:22]([CH3:24])[CH3:23])O[B:19]1[C@@H:20]([NH:25][C:26](=[O:39])[CH2:27][NH:28][C:29](=[O:38])[C:30]1[CH:35]=[C:34]([Cl:36])[CH:33]=[CH:32][C:31]=1[Cl:37])[CH2:21][CH:22]([CH3:24])[CH3:23]. (5) Given the product [C:1]([O:5][C:6](=[O:26])[NH:7][C@@H:8]([CH3:25])[CH2:9][N:10]1[C:18]2[C:13](=[CH:14][CH:15]=[C:16]3[O:22][CH2:21][C@H:20]([CH2:23][NH:24][S:32]([CH3:31])(=[O:34])=[O:33])[O:19][C:17]3=2)[CH:12]=[N:11]1)([CH3:4])([CH3:2])[CH3:3], predict the reactants needed to synthesize it. The reactants are: [C:1]([O:5][C:6](=[O:26])[NH:7][C@@H:8]([CH3:25])[CH2:9][N:10]1[C:18]2[C:13](=[CH:14][CH:15]=[C:16]3[O:22][CH2:21][C@H:20]([CH2:23][NH2:24])[O:19][C:17]3=2)[CH:12]=[N:11]1)([CH3:4])([CH3:3])[CH3:2].CN(C)C.[CH3:31][S:32](O[S:32]([CH3:31])(=[O:34])=[O:33])(=[O:34])=[O:33]. (6) The reactants are: CO[C:3]1[CH:9]=[C:8]([OH:10])[CH:7]=[CH:6][C:4]=1[OH:5].COC1C(=O)C=CC(=O)C=1.[CH:21]1[C:34]2[C:25](=[CH:26]C3C([CH:33]=2)=CC=CC=3)[CH:24]=[CH:23][CH:22]=1. Given the product [OH:5][C:4]1[C:3]2[C:9](=[CH:26][C:25]3[C:34]([CH:33]=2)=[CH:21][CH:22]=[CH:23][CH:24]=3)[C:8]([OH:10])=[CH:7][CH:6]=1, predict the reactants needed to synthesize it. (7) Given the product [C:1]([C:13]1[CH:20]=[CH:19][C:16]([CH2:17][NH:30][CH2:29][CH2:28][C:23]2[CH:24]=[CH:25][CH:26]=[CH:27][C:22]=2[F:21])=[CH:15][CH:14]=1)#[C:2][CH2:3][CH2:4][CH2:5][CH2:6][CH2:7][CH2:8][CH2:9][CH2:10][CH2:11][CH3:12], predict the reactants needed to synthesize it. The reactants are: [C:1]([C:13]1[CH:20]=[CH:19][C:16]([CH:17]=O)=[CH:15][CH:14]=1)#[C:2][CH2:3][CH2:4][CH2:5][CH2:6][CH2:7][CH2:8][CH2:9][CH2:10][CH2:11][CH3:12].[F:21][C:22]1[CH:27]=[CH:26][CH:25]=[CH:24][C:23]=1[CH2:28][CH2:29][NH2:30]. (8) Given the product [NH2:28][C:25]([CH3:27])([CH3:26])[CH2:24][NH:23][C:13]1[C:12]2[C:17](=[CH:18][C:9]([O:8][CH2:1][C:2]3[CH:7]=[CH:6][CH:5]=[CH:4][CH:3]=3)=[CH:10][CH:11]=2)[N:16]=[CH:15][C:14]=1[N+:19]([O-:21])=[O:20], predict the reactants needed to synthesize it. The reactants are: [CH2:1]([O:8][C:9]1[CH:18]=[C:17]2[C:12]([C:13](Cl)=[C:14]([N+:19]([O-:21])=[O:20])[CH:15]=[N:16]2)=[CH:11][CH:10]=1)[C:2]1[CH:7]=[CH:6][CH:5]=[CH:4][CH:3]=1.[NH2:23][CH2:24][C:25]([NH2:28])([CH3:27])[CH3:26].C(N)C(C)C.